This data is from Forward reaction prediction with 1.9M reactions from USPTO patents (1976-2016). The task is: Predict the product of the given reaction. (1) The product is: [CH2:67]([O:66][C:64](=[O:65])[C:63]([CH3:70])([CH3:69])[NH:62][C:42](=[O:43])[C:41]1[CH:45]=[CH:46][CH:47]=[C:39]([C:30]2[C:31]3[C:26](=[CH:25][C:24]([O:23][CH2:21][CH3:22])=[C:33]4[O:34][C:35]([CH3:38])([CH3:37])[CH2:36][C:32]4=3)[CH2:27][C:28]([CH3:49])([CH3:48])[N:29]=2)[CH:40]=1)[CH3:68]. Given the reactants C(N(CC)CC)C.Cl.C(N=C=NCCCN(C)C)C.Cl.[CH2:21]([O:23][C:24]1[CH:25]=[C:26]2[C:31](=[C:32]3[CH2:36][C:35]([CH3:38])([CH3:37])[O:34][C:33]=13)[C:30]([C:39]1[CH:40]=[C:41]([CH:45]=[CH:46][CH:47]=1)[C:42](O)=[O:43])=[N:29][C:28]([CH3:49])([CH3:48])[CH2:27]2)[CH3:22].O.ON1C2C=CC=CC=2N=N1.Cl.[NH2:62][C:63]([CH3:70])([CH3:69])[C:64]([O:66][CH2:67][CH3:68])=[O:65], predict the reaction product. (2) Given the reactants [F:1][C:2]1[CH:7]=[CH:6][C:5]([C:8]2([C:13]([OH:15])=O)[CH2:12][CH2:11][CH2:10][CH2:9]2)=[CH:4][CH:3]=1.[NH2:16][CH2:17][CH2:18][CH2:19][N:20]1[CH2:25][CH2:24][CH:23]([C:26]2[CH:27]=[C:28]([NH:32][C:33]([CH:35]3[CH2:37][CH2:36]3)=[O:34])[CH:29]=[CH:30][CH:31]=2)[CH2:22][CH2:21]1, predict the reaction product. The product is: [CH:35]1([C:33]([NH:32][C:28]2[CH:27]=[C:26]([CH:23]3[CH2:22][CH2:21][N:20]([CH2:19][CH2:18][CH2:17][NH:16][C:13]([C:8]4([C:5]5[CH:4]=[CH:3][C:2]([F:1])=[CH:7][CH:6]=5)[CH2:9][CH2:10][CH2:11][CH2:12]4)=[O:15])[CH2:25][CH2:24]3)[CH:31]=[CH:30][CH:29]=2)=[O:34])[CH2:36][CH2:37]1. (3) Given the reactants [Br:1]Br.[F:3][C:4]1[CH:9]=[CH:8][C:7]([C:10]2[CH:11]=[CH:12][C:13]3[N:14]([CH:16]=[CH:17][N:18]=3)[CH:15]=2)=[CH:6][CH:5]=1.C(=O)([O-])O.[Na+], predict the reaction product. The product is: [Br:1][C:16]1[N:14]2[CH:15]=[C:10]([C:7]3[CH:6]=[CH:5][C:4]([F:3])=[CH:9][CH:8]=3)[CH:11]=[CH:12][C:13]2=[N:18][CH:17]=1. (4) Given the reactants C([O:9][C@H:10]1[C@:14]([F:16])([CH3:15])[C@H:13]([N:17]2[CH:25]=[N:24][C:23]3[C:18]2=[N:19][C:20]([NH2:27])=[N:21][C:22]=3Cl)[O:12][C@@H:11]1[CH2:28][O:29]C(=O)C1C=CC=CC=1)(=O)C1C=CC=CC=1.Cl.[NH:39]1[CH2:42][CH2:41][CH2:40]1.C(N(CC)CC)C.C[O-].[Na+].C(O)(=O)C, predict the reaction product. The product is: [NH2:27][C:20]1[N:19]=[C:18]2[C:23]([N:24]=[CH:25][N:17]2[C@@H:13]2[O:12][C@H:11]([CH2:28][OH:29])[C@@H:10]([OH:9])[C@:14]2([F:16])[CH3:15])=[C:22]([N:39]2[CH2:42][CH2:41][CH2:40]2)[N:21]=1. (5) Given the reactants [S:1]1[CH:5]=[CH:4][C:3]2[C:6](=[O:9])[CH2:7][CH2:8][C:2]1=2.[H-].[Na+].C(OC(=O)C1C=C[C:19]([F:22])=[CH:18][CH:17]=1)C.Cl.[CH2:25]1[CH2:29][O:28][CH2:27][CH2:26]1, predict the reaction product. The product is: [F:22][C:19]1[CH:18]=[CH:17][CH:29]=[CH:25][C:26]=1[C:27]([CH:7]1[CH2:8][C:2]2[S:1][CH:5]=[CH:4][C:3]=2[C:6]1=[O:9])=[O:28]. (6) Given the reactants [C:1]([C:3]1[CH:4]=[N:5][N:6]2[C:11]([C:12]([F:15])([F:14])[F:13])=[CH:10][C:9]([C:16]3[CH:21]=[CH:20][C:19]([C:22]([F:25])([F:24])[F:23])=[CH:18][CH:17]=3)=[N:8][C:7]=12)#[CH:2].[OH:26][CH2:27][CH:28]([NH:30][S:31]([C:34]1[CH:35]=[N:36][CH:37]=[C:38](Br)[CH:39]=1)(=[O:33])=[O:32])[CH3:29], predict the reaction product. The product is: [OH:26][CH2:27][CH:28]([NH:30][S:31]([C:34]1[CH:35]=[N:36][CH:37]=[C:38]([C:2]#[C:1][C:3]2[CH:4]=[N:5][N:6]3[C:11]([C:12]([F:14])([F:13])[F:15])=[CH:10][C:9]([C:16]4[CH:21]=[CH:20][C:19]([C:22]([F:25])([F:24])[F:23])=[CH:18][CH:17]=4)=[N:8][C:7]=23)[CH:39]=1)(=[O:33])=[O:32])[CH3:29].